Dataset: Forward reaction prediction with 1.9M reactions from USPTO patents (1976-2016). Task: Predict the product of the given reaction. (1) Given the reactants [F-].C([N+](CCCC)(CCCC)CCCC)CCC.[CH2:19]([O:26][C:27]([N:29]1[CH2:33][C@@H:32]([S:34][CH3:35])[CH2:31][C@H:30]1[CH2:36][O:37][Si](C(C)(C)C)(C)C)=[O:28])[C:20]1[CH:25]=[CH:24][CH:23]=[CH:22][CH:21]=1, predict the reaction product. The product is: [CH2:19]([O:26][C:27]([N:29]1[CH2:33][C@@H:32]([S:34][CH3:35])[CH2:31][C@H:30]1[CH2:36][OH:37])=[O:28])[C:20]1[CH:25]=[CH:24][CH:23]=[CH:22][CH:21]=1. (2) Given the reactants Br[C:2]1[N:7]=[C:6]2[S:8][C:9]([NH:11][C:12](=[O:23])[C:13]3[CH:18]=[CH:17][C:16]([C:19]([OH:22])([CH3:21])[CH3:20])=[CH:15][CH:14]=3)=[N:10][C:5]2=[CH:4][CH:3]=1.[CH3:24][O:25][C:26]1[CH:31]=[C:30](B(O)O)[CH:29]=[CH:28][N:27]=1, predict the reaction product. The product is: [OH:22][C:19]([C:16]1[CH:17]=[CH:18][C:13]([C:12]([NH:11][C:9]2[S:8][C:6]3[C:5]([N:10]=2)=[CH:4][CH:3]=[C:2]([C:30]2[CH:29]=[CH:28][N:27]=[C:26]([O:25][CH3:24])[CH:31]=2)[N:7]=3)=[O:23])=[CH:14][CH:15]=1)([CH3:21])[CH3:20]. (3) The product is: [CH2:1]([O:3][C:4](=[O:40])[CH2:5][CH2:6][CH2:7][O:8][C:9]1[CH:14]=[CH:13][CH:12]=[C:11]([CH2:15][CH2:16][CH2:17][CH2:18][CH2:19][CH2:20][O:21][C:22]2[CH:23]=[C:24]([C:45]3[CH:44]=[CH:43][C:42]([F:41])=[C:47]([F:48])[CH:46]=3)[CH:25]=[C:26]([S:28]([CH3:31])(=[O:30])=[O:29])[CH:27]=2)[C:10]=1[CH2:33][CH2:34][C:35]([O:37][CH2:38][CH3:39])=[O:36])[CH3:2]. Given the reactants [CH2:1]([O:3][C:4](=[O:40])[CH2:5][CH2:6][CH2:7][O:8][C:9]1[CH:14]=[CH:13][CH:12]=[C:11]([CH2:15][CH2:16][CH2:17][CH2:18][CH2:19][CH2:20][O:21][C:22]2[CH:27]=[C:26]([S:28]([CH3:31])(=[O:30])=[O:29])[CH:25]=[C:24](I)[CH:23]=2)[C:10]=1[CH2:33][CH2:34][C:35]([O:37][CH2:38][CH3:39])=[O:36])[CH3:2].[F:41][C:42]1[CH:43]=[C:44](B(O)O)[CH:45]=[CH:46][C:47]=1[F:48].C(=O)([O-])[O-].[Cs+].[Cs+], predict the reaction product. (4) The product is: [NH:13]1[CH2:14][CH:15]=[C:10]([C:6]2[C:5]3[N:4]([N:3]=[C:2]([NH2:1])[N:23]=3)[CH:9]=[CH:8][CH:7]=2)[CH2:11][CH2:12]1. Given the reactants [NH2:1][C:2]1[N:23]=[C:5]2[C:6]([C:10]3[CH2:11][CH2:12][N:13](C(OC(C)(C)C)=O)[CH2:14][CH:15]=3)=[CH:7][CH:8]=[CH:9][N:4]2[N:3]=1.Cl, predict the reaction product. (5) Given the reactants CCCC[N+](CCCC)(CCCC)CCCC.[F-].C([Si](C1C=CC=CC=1)(C1C=CC=CC=1)[O:24][CH2:25][CH2:26][CH2:27][N:28]1[C:32]2=[N:33][CH:34]=[CH:35][CH:36]=[C:31]2[C:30]([C:37]2[C:38](=[O:49])[NH:39][C:40](=[O:48])[C:41]=2[C:42]2[O:43][CH2:44][CH2:45][CH2:46][CH:47]=2)=[CH:29]1)(C)(C)C, predict the reaction product. The product is: [O:43]1[C:42]([C:41]2[C:40](=[O:48])[NH:39][C:38](=[O:49])[C:37]=2[C:30]2[C:31]3[C:32](=[N:33][CH:34]=[CH:35][CH:36]=3)[N:28]([CH2:27][CH2:26][CH2:25][OH:24])[CH:29]=2)=[CH:47][CH2:46][CH2:45][CH2:44]1. (6) The product is: [CH2:1]([O:3][C:4]([C:6]1([CH3:27])[CH2:11][CH2:10][CH2:9][N:8]([CH2:12][C:13]2[CH:18]=[CH:17][CH:16]=[C:15]([O:19][C:20]3[CH:21]=[CH:22][CH:23]=[CH:24][CH:25]=3)[CH:14]=2)[C:7]1=[O:26])=[O:5])[CH3:2]. Given the reactants [CH2:1]([O:3][C:4]([CH:6]1[CH2:11][CH2:10][CH2:9][N:8]([CH2:12][C:13]2[CH:18]=[CH:17][CH:16]=[C:15]([O:19][C:20]3[CH:25]=[CH:24][CH:23]=[CH:22][CH:21]=3)[CH:14]=2)[C:7]1=[O:26])=[O:5])[CH3:2].[CH3:27][Si]([N-][Si](C)(C)C)(C)C.[Li+].CI, predict the reaction product. (7) Given the reactants [C:1]([NH2:4])(=[O:3])[CH3:2].CO[C:7](OC)([N:9]([CH3:11])[CH3:10])[CH3:8], predict the reaction product. The product is: [CH3:10][N:9]([CH3:11])/[C:7](=[N:4]\[C:1](=[O:3])[CH3:2])/[CH3:8]. (8) The product is: [Cl:1][C:2]1[CH:3]=[C:4]([C:9]2[C:10](=[O:11])[C:12]([CH3:17])=[CH:13][O:11][C:10]=2[C:12]2[CH:13]=[CH:14][CH:15]=[CH:16][CH:17]=2)[CH:5]=[CH:6][C:7]=1[Cl:8]. Given the reactants [Cl:1][C:2]1[CH:3]=[C:4]([CH2:9][C:10]([C:12]2[CH:17]=[CH:16][CH:15]=[CH:14][CH:13]=2)=[O:11])[CH:5]=[CH:6][C:7]=1[Cl:8], predict the reaction product. (9) Given the reactants [CH:1]1([N:4]2[C:8]3[C:9]([O:22][C@@H:23]([C@H:25]4[CH2:29][NH:28][C:27](=[O:30])[CH2:26]4)[CH3:24])=[CH:10][C:11](B4OC(C)(C)C(C)(C)O4)=[CH:12][C:7]=3[N:6]=[CH:5]2)[CH2:3][CH2:2]1.Br[C:32]1[S:33][CH:34]=[C:35]([C:37]([CH3:40])([CH3:39])[CH3:38])[N:36]=1.C([O-])([O-])=O.[Na+].[Na+].N#N, predict the reaction product. The product is: [C:37]([C:35]1[N:36]=[C:32]([C:11]2[CH:10]=[C:9]([O:22][C@@H:23]([C@H:25]3[CH2:29][NH:28][C:27](=[O:30])[CH2:26]3)[CH3:24])[C:8]3[N:4]([CH:1]4[CH2:3][CH2:2]4)[CH:5]=[N:6][C:7]=3[CH:12]=2)[S:33][CH:34]=1)([CH3:40])([CH3:39])[CH3:38]. (10) Given the reactants C(OC([N:8]1[CH2:13][CH2:12][C@@H:11]([C:14]2[CH:19]=[CH:18][C:17]([C:20]3[CH:25]=[CH:24][CH:23]=[CH:22][CH:21]=3)=[CH:16][CH:15]=2)[C@H:10]([NH:26][S:27]([CH:30]([CH3:32])[CH3:31])(=[O:29])=[O:28])[CH2:9]1)=O)(C)(C)C.Cl, predict the reaction product. The product is: [C:17]1([C:20]2[CH:21]=[CH:22][CH:23]=[CH:24][CH:25]=2)[CH:16]=[CH:15][C:14]([C@@H:11]2[CH2:12][CH2:13][NH:8][CH2:9][C@H:10]2[NH:26][S:27]([CH:30]([CH3:32])[CH3:31])(=[O:29])=[O:28])=[CH:19][CH:18]=1.